Dataset: Peptide-MHC class II binding affinity with 134,281 pairs from IEDB. Task: Regression. Given a peptide amino acid sequence and an MHC pseudo amino acid sequence, predict their binding affinity value. This is MHC class II binding data. (1) The peptide sequence is AFKVAAFAANAAPAN. The MHC is DRB1_0701 with pseudo-sequence DRB1_0701. The binding affinity (normalized) is 0.548. (2) The peptide sequence is LPRPPATPPPPPPPQ. The MHC is DRB4_0101 with pseudo-sequence DRB4_0103. The binding affinity (normalized) is 0. (3) The peptide sequence is RPGVSRELLSYCVSL. The MHC is DRB1_0101 with pseudo-sequence DRB1_0101. The binding affinity (normalized) is 0.645. (4) The peptide sequence is DEHIILYLVNFDKDR. The MHC is DRB1_0401 with pseudo-sequence DRB1_0401. The binding affinity (normalized) is 0.264. (5) The peptide sequence is YDKFLANVSTVLTSK. The MHC is DRB1_0401 with pseudo-sequence DRB1_0401. The binding affinity (normalized) is 0.388. (6) The peptide sequence is WKSILTDPRVKIMRS. The MHC is DRB1_0405 with pseudo-sequence DRB1_0405. The binding affinity (normalized) is 0.598. (7) The peptide sequence is INEPTAAAIAYGLQR. The MHC is HLA-DQA10401-DQB10402 with pseudo-sequence HLA-DQA10401-DQB10402. The binding affinity (normalized) is 0.470. (8) The peptide sequence is RIVVPCREQDELIGR. The MHC is HLA-DQA10201-DQB10301 with pseudo-sequence HLA-DQA10201-DQB10301. The binding affinity (normalized) is 0.305. (9) The peptide sequence is KLTITGKGTLDGQGK. The MHC is DRB1_0405 with pseudo-sequence DRB1_0405. The binding affinity (normalized) is 0.270.